This data is from Forward reaction prediction with 1.9M reactions from USPTO patents (1976-2016). The task is: Predict the product of the given reaction. (1) The product is: [C:18]1([C:21]2[CH:22]=[CH:23][CH:24]=[CH:25][CH:26]=2)[CH:17]=[CH:16][C:15]([CH2:14][C@H:12]2[N:11](/[CH:27]=[CH:28]/[C:29]3[CH:30]=[CH:31][CH:32]=[CH:33][CH:34]=3)[C:10](=[O:35])[C:9](=[CH2:1])[CH2:13]2)=[CH:20][CH:19]=1. Given the reactants [C:1]([C@@H:9]1[CH2:13][CH:12]([CH2:14][C:15]2[CH:20]=[CH:19][C:18]([C:21]3[CH:26]=[CH:25][CH:24]=[CH:23][CH:22]=3)=[CH:17][CH:16]=2)[N:11](/[CH:27]=[CH:28]/[C:29]2[CH:34]=[CH:33][CH:32]=[CH:31][CH:30]=2)[C:10]1=[O:35])(=O)C1C=CC=CC=1.N1CCOCC1.C=O.Cl, predict the reaction product. (2) The product is: [O:1]=[S:2]1(=[O:49])[CH2:7][CH2:6][N:5]([CH2:8][CH2:9][NH:10][C@:11]23[CH2:45][CH2:44][C@@H:43]([C:46]([CH3:48])=[CH2:47])[C@@H:12]2[C@@H:13]2[C@@:26]([CH3:29])([CH2:27][CH2:28]3)[C@@:25]3([CH3:30])[C@@H:16]([C@:17]4([CH3:42])[C@@H:22]([CH2:23][CH2:24]3)[C:21]([CH3:32])([CH3:31])[C:20]([C:33]3[CH2:38][CH2:37][CH:36]([C:39]([Cl:52])=[O:40])[CH2:35][CH:34]=3)=[CH:19][CH2:18]4)[CH2:15][CH2:14]2)[CH2:4][CH2:3]1. Given the reactants [O:1]=[S:2]1(=[O:49])[CH2:7][CH2:6][N:5]([CH2:8][CH2:9][NH:10][C@:11]23[CH2:45][CH2:44][C@@H:43]([C:46]([CH3:48])=[CH2:47])[C@@H:12]2[C@@H:13]2[C@@:26]([CH3:29])([CH2:27][CH2:28]3)[C@@:25]3([CH3:30])[C@@H:16]([C@:17]4([CH3:42])[C@@H:22]([CH2:23][CH2:24]3)[C:21]([CH3:32])([CH3:31])[C:20]([C:33]3[CH2:38][CH2:37][CH:36]([C:39](O)=[O:40])[CH2:35][CH:34]=3)=[CH:19][CH2:18]4)[CH2:15][CH2:14]2)[CH2:4][CH2:3]1.S(Cl)([Cl:52])=O.ClCCCl.C1COCC1, predict the reaction product.